From a dataset of Forward reaction prediction with 1.9M reactions from USPTO patents (1976-2016). Predict the product of the given reaction. (1) Given the reactants Cl.[CH3:2][CH:3]1[C:8](=O)[CH:7]2[CH2:10][CH2:11][N:4]1[CH2:5][CH2:6]2.Cl.[NH2:13][OH:14].O.O.O.C([O-])(=O)C.[Na+], predict the reaction product. The product is: [CH3:2][CH:3]1[C:8](=[N:13][OH:14])[CH:7]2[CH2:10][CH2:11][N:4]1[CH2:5][CH2:6]2. (2) The product is: [CH3:13][S:14]([O:1][CH2:2][C:3]1[CH:4]=[C:5]([CH:10]=[CH:11][N:12]=1)[C:6]([O:8][CH3:9])=[O:7])(=[O:16])=[O:15]. Given the reactants [OH:1][CH2:2][C:3]1[CH:4]=[C:5]([CH:10]=[CH:11][N:12]=1)[C:6]([O:8][CH3:9])=[O:7].[CH3:13][S:14](Cl)(=[O:16])=[O:15], predict the reaction product. (3) Given the reactants [O:1]=[C:2]([CH3:29])[CH2:3][C:4]([NH:6][C:7]1[CH:12]=[CH:11][C:10]([C:13]2[N:17]=[CH:16][N:15]([C:18]3[CH:23]=[CH:22][C:21]([O:24][C:25]([F:28])([F:27])[F:26])=[CH:20][CH:19]=3)[N:14]=2)=[CH:9][CH:8]=1)=[O:5].C(=O)([O-])[O-].[K+].[K+].[CH:36]([C:39]1[CH:44]=[CH:43][CH:42]=[CH:41][C:40]=1[N:45]=[C:46]=[S:47])([CH3:38])[CH3:37].O, predict the reaction product. The product is: [OH:1]/[C:2](/[CH3:29])=[C:3](/[C:46](=[S:47])[NH:45][C:40]1[CH:41]=[CH:42][CH:43]=[CH:44][C:39]=1[CH:36]([CH3:37])[CH3:38])\[C:4]([NH:6][C:7]1[CH:8]=[CH:9][C:10]([C:13]2[N:17]=[CH:16][N:15]([C:18]3[CH:23]=[CH:22][C:21]([O:24][C:25]([F:27])([F:26])[F:28])=[CH:20][CH:19]=3)[N:14]=2)=[CH:11][CH:12]=1)=[O:5]. (4) Given the reactants [NH:1]1[CH2:5][CH2:4][CH2:3][CH2:2]1.[Cl:6][CH2:7][CH2:8]CO, predict the reaction product. The product is: [ClH:6].[Cl:6][CH2:7][CH2:8][N:1]1[CH2:5][CH2:4][CH2:3][CH2:2]1. (5) Given the reactants B(F)(F)F.[CH3:5]COCC.CS(Cl)(=O)=O.O.[OH:16][C:17]1[CH:22]=[C:21]([OH:23])[CH:20]=[CH:19][C:18]=1[C:24](=[O:36])[CH2:25][C:26]1[CH:31]=[CH:30][C:29]([O:32][CH3:33])=[C:28]([O:34][CH3:35])[CH:27]=1, predict the reaction product. The product is: [CH3:35][O:34][C:28]1[CH:27]=[C:26]([C:25]2[C:24](=[O:36])[C:18]3[C:17](=[CH:22][C:21]([OH:23])=[CH:20][CH:19]=3)[O:16][CH:5]=2)[CH:31]=[CH:30][C:29]=1[O:32][CH3:33]. (6) Given the reactants B.[F:2][C:3]([F:16])([F:15])[C:4]1[CH:5]=[C:6]([CH2:10][CH2:11][C:12](O)=[O:13])[CH:7]=[CH:8][CH:9]=1, predict the reaction product. The product is: [F:2][C:3]([F:15])([F:16])[C:4]1[CH:5]=[C:6]([CH2:10][CH2:11][CH2:12][OH:13])[CH:7]=[CH:8][CH:9]=1. (7) Given the reactants [Br:1][CH2:2][C:3]1[CH:40]=[CH:39][C:6]([CH2:7][O:8][C:9]2[CH:14]=[CH:13][C:12]([N:15]3[CH:18]([C:19]4[CH:24]=[CH:23][C:22]([O:25][CH3:26])=[CH:21][CH:20]=4)[CH:17]([CH2:27][CH2:28][CH:29]([C:31]4[CH:36]=[CH:35][C:34]([F:37])=[CH:33][CH:32]=4)[OH:30])[C:16]3=[O:38])=[CH:11][CH:10]=2)=[CH:5][CH:4]=1.[CH2:41]1[N:46]2[CH2:47][CH2:48][N:43]([CH2:44][CH2:45]2)[CH2:42]1, predict the reaction product. The product is: [Br-:1].[F:37][C:34]1[CH:35]=[CH:36][C:31]([CH:29]([OH:30])[CH2:28][CH2:27][CH:17]2[C:16](=[O:38])[N:15]([C:12]3[CH:13]=[CH:14][C:9]([O:8][CH2:7][C:6]4[CH:39]=[CH:40][C:3]([CH2:2][N+:43]56[CH2:48][CH2:47][N:46]([CH2:45][CH2:44]5)[CH2:41][CH2:42]6)=[CH:4][CH:5]=4)=[CH:10][CH:11]=3)[CH:18]2[C:19]2[CH:24]=[CH:23][C:22]([O:25][CH3:26])=[CH:21][CH:20]=2)=[CH:32][CH:33]=1. (8) Given the reactants [N:1]1([CH2:6][C:7]2[CH:12]=[CH:11][C:10]([CH2:13][CH2:14][NH:15][C:16]([C:18]3[CH:23]=[CH:22][C:21]([C:24]4[CH:29]=[CH:28][C:27]([Cl:30])=[CH:26][CH:25]=4)=[CH:20][C:19]=3[NH2:31])=[O:17])=[CH:9][CH:8]=2)[CH2:5][CH2:4][CH2:3][CH2:2]1.[CH:32](O)=O.[OH-].[Na+], predict the reaction product. The product is: [Cl:30][C:27]1[CH:26]=[CH:25][C:24]([C:21]2[CH:20]=[C:19]3[C:18]([C:16](=[O:17])[N:15]([CH2:14][CH2:13][C:10]4[CH:11]=[CH:12][C:7]([CH2:6][N:1]5[CH2:5][CH2:4][CH2:3][CH2:2]5)=[CH:8][CH:9]=4)[CH:32]=[N:31]3)=[CH:23][CH:22]=2)=[CH:29][CH:28]=1.